Dataset: Catalyst prediction with 721,799 reactions and 888 catalyst types from USPTO. Task: Predict which catalyst facilitates the given reaction. (1) Reactant: [CH2:1]([O:3][C:4]1[C:12]2[CH2:11][N:10]([C:13]3[C:18]([F:19])=[CH:17][C:16]([CH2:20][C:21]([O:23]CC)=[O:22])=[CH:15][C:14]=3[F:26])[C:9](=[O:27])[C:8]=2[C:7]([O:28][CH2:29][CH3:30])=[C:6]2[CH:31]=[CH:32][CH:33]=[CH:34][C:5]=12)[CH3:2].C(O)(=O)C.Cl. Product: [CH2:1]([O:3][C:4]1[C:12]2[CH2:11][N:10]([C:13]3[C:18]([F:19])=[CH:17][C:16]([CH2:20][C:21]([OH:23])=[O:22])=[CH:15][C:14]=3[F:26])[C:9](=[O:27])[C:8]=2[C:7]([O:28][CH2:29][CH3:30])=[C:6]2[CH:31]=[CH:32][CH:33]=[CH:34][C:5]=12)[CH3:2]. The catalyst class is: 6. (2) Reactant: F[C:2]1[CH:7]=[CH:6][C:5]([C:8]2[C:9]([C:27]3[CH:32]=[CH:31][CH:30]=[CH:29][CH:28]=3)=[C:10]([C:14]([C:16]([C:18]3[CH:23]=[CH:22][C:21]([O:24][CH3:25])=[C:20]([Cl:26])[CH:19]=3)=[O:17])=[O:15])[CH:11]=[CH:12][CH:13]=2)=[CH:4][CH:3]=1.[CH3:33][S:34]([O-:36])=[O:35].[Na+]. Product: [CH3:33][S:34]([C:2]1[CH:7]=[CH:6][C:5]([C:8]2[C:9]([C:27]3[CH:32]=[CH:31][CH:30]=[CH:29][CH:28]=3)=[C:10]([C:14]([C:16]([C:18]3[CH:23]=[CH:22][C:21]([O:24][CH3:25])=[C:20]([Cl:26])[CH:19]=3)=[O:17])=[O:15])[CH:11]=[CH:12][CH:13]=2)=[CH:4][CH:3]=1)(=[O:36])=[O:35]. The catalyst class is: 9. (3) Reactant: C([NH:19]CC(O)CN1CCN(CC(O)CNCCCCCCCCC=CCCCCCCCC)CC1)CCCCCCCC=CCCCCCCCC.BrCCC[N:57]1[C:61](=[O:62])[C:60]2=[CH:63][CH:64]=[CH:65][CH:66]=[C:59]2[C:58]1=[O:67].C(N(C(C)C)CC)(C)C. Product: [C:58]([NH2:19])(=[O:67])[C:59]1[C:60](=[CH:63][CH:64]=[CH:65][CH:66]=1)[C:61]([NH2:57])=[O:62]. The catalyst class is: 479. (4) Reactant: [Cl:1][C:2]1[CH:10]=[C:9]([CH2:11][OH:12])[CH:8]=[C:7]2[C:3]=1[CH:4]=[N:5][NH:6]2.C1C=C[NH+]=CC=1.C1C=C[NH+]=CC=1.[O-][Cr](O[Cr]([O-])(=O)=O)(=O)=O. Product: [Cl:1][C:2]1[CH:10]=[C:9]([CH:11]=[O:12])[CH:8]=[C:7]2[C:3]=1[CH:4]=[N:5][NH:6]2. The catalyst class is: 21. (5) Reactant: [C:1]([N:8]1[CH2:11][CH:10](I)[CH2:9]1)([O:3][C:4]([CH3:7])([CH3:6])[CH3:5])=[O:2].[NH2:13][C:14]1[C:19]([OH:20])=[C:18]([Cl:21])[N:17]=[CH:16][N:15]=1.C(=O)([O-])[O-].[K+].[K+]. Product: [NH2:13][C:14]1[C:19]([O:20][CH:10]2[CH2:11][N:8]([C:1]([O:3][C:4]([CH3:7])([CH3:6])[CH3:5])=[O:2])[CH2:9]2)=[C:18]([Cl:21])[N:17]=[CH:16][N:15]=1. The catalyst class is: 31. (6) Reactant: [NH3:1].[CH2:2]([O:4][C:5]([C:7]1[C:8]2[S:16][CH:15]=[C:14]([CH2:17][O:18][C:19]3[CH:24]=[CH:23][CH:22]=[C:21]([O:25][CH2:26][C:27]4[CH:32]=[CH:31][C:30]([C:33]#[N:34])=[CH:29][CH:28]=4)[CH:20]=3)[C:9]=2[C:10](Cl)=[N:11][CH:12]=1)=[O:6])[CH3:3]. Product: [CH2:2]([O:4][C:5]([C:7]1[C:8]2[S:16][CH:15]=[C:14]([CH2:17][O:18][C:19]3[CH:24]=[CH:23][CH:22]=[C:21]([O:25][CH2:26][C:27]4[CH:32]=[CH:31][C:30]([C:33]#[N:34])=[CH:29][CH:28]=4)[CH:20]=3)[C:9]=2[C:10]([NH2:1])=[N:11][CH:12]=1)=[O:6])[CH3:3]. The catalyst class is: 12. (7) Reactant: [Cu][C:2]#[N:3].[CH3:4][C:5]1[N:10]=[C:9]([NH:11][S:12]([C:15]2[S:19][C:18]3[CH:20]=[CH:21][C:22](Br)=[CH:23][C:17]=3[C:16]=2[CH3:25])(=[O:14])=[O:13])[CH:8]=[CH:7][CH:6]=1.O.C(OCC)C. Product: [CH3:4][C:5]1[N:10]=[C:9]([NH:11][S:12]([C:15]2[S:19][C:18]3[CH:20]=[CH:21][C:22]([C:2]#[N:3])=[CH:23][C:17]=3[C:16]=2[CH3:25])(=[O:13])=[O:14])[CH:8]=[CH:7][CH:6]=1. The catalyst class is: 9. (8) Reactant: [F:1][C:2]1[CH:7]=[CH:6][C:5]([OH:8])=[C:4]([CH3:9])[CH:3]=1.[CH2:10]1N2CN3CN(C2)CN1C3.S(=O)(=O)(O)O.[OH2:25]. Product: [F:1][C:2]1[CH:7]=[C:6]([CH3:10])[C:5]([OH:8])=[C:4]([CH:3]=1)[CH:9]=[O:25]. The catalyst class is: 55. (9) Reactant: [H-].[Na+].Cl[CH2:4][C:5]1[NH:6][C:7](=[O:15])[C:8]2[CH2:14][O:13][CH2:12][CH2:11][C:9]=2[N:10]=1.[CH:16]1([CH2:19][NH:20][C:21](=[O:27])[O:22][C:23]([CH3:26])([CH3:25])[CH3:24])[CH2:18][CH2:17]1.O. Product: [CH:16]1([CH2:19][N:20]([CH2:4][C:5]2[NH:6][C:7](=[O:15])[C:8]3[CH2:14][O:13][CH2:12][CH2:11][C:9]=3[N:10]=2)[C:21](=[O:27])[O:22][C:23]([CH3:25])([CH3:24])[CH3:26])[CH2:17][CH2:18]1. The catalyst class is: 3.